This data is from Reaction yield outcomes from USPTO patents with 853,638 reactions. The task is: Predict the reaction yield, written as a fraction of the theoretical maximum amount of product (1.0 means a 100% yield; for example, 0.34 means a 34% yield). (1) The reactants are [CH:1]1([C:4]2([F:25])[CH2:7][N:6]([C:8]3[N:13]=[C:12]([S:14]([CH3:17])(=O)=O)[N:11]=[C:10]([NH:18][C:19]4[NH:23][N:22]=[C:21]([CH3:24])[CH:20]=4)[CH:9]=3)[CH2:5]2)[CH2:3][CH2:2]1.[F:26][C:27]([F:40])([F:39])[CH2:28][C:29]([NH:31][C:32]1[CH:37]=[CH:36]C(S)=[CH:34][CH:33]=1)=[O:30]. The catalyst is CC#N. The product is [CH3:24][C:21]1[CH:20]=[C:19]([NH:18][C:10]2[CH:9]=[C:8]([N:6]3[CH2:7][C:4]([CH:1]4[CH2:3][CH2:2]4)([F:25])[CH2:5]3)[N:13]=[C:12]([S:14][C:17]3[CH:34]=[CH:33][C:32]([NH:31][C:29](=[O:30])[CH2:28][C:27]([F:40])([F:26])[F:39])=[CH:37][CH:36]=3)[N:11]=2)[NH:23][N:22]=1. The yield is 0.720. (2) The reactants are [F:1][C:2]1[CH:3]=[C:4]2[C:8](=[CH:9][CH:10]=1)[N:7]([S:11]([C:14]1[CH:19]=[CH:18][C:17]([O:20][CH3:21])=[C:16]([N:22]3[CH2:27][CH2:26][NH:25][CH2:24][CH2:23]3)[CH:15]=1)(=[O:13])=[O:12])[CH:6]=[C:5]2[CH3:28].[C:29]([BH3-])#N.[Na+].C=O. The catalyst is CO. The product is [F:1][C:2]1[CH:3]=[C:4]2[C:8](=[CH:9][CH:10]=1)[N:7]([S:11]([C:14]1[CH:19]=[CH:18][C:17]([O:20][CH3:21])=[C:16]([N:22]3[CH2:27][CH2:26][N:25]([CH3:29])[CH2:24][CH2:23]3)[CH:15]=1)(=[O:13])=[O:12])[CH:6]=[C:5]2[CH3:28]. The yield is 0.970.